Dataset: NCI-60 drug combinations with 297,098 pairs across 59 cell lines. Task: Regression. Given two drug SMILES strings and cell line genomic features, predict the synergy score measuring deviation from expected non-interaction effect. (1) Cell line: SW-620. Drug 2: C1CN1P(=S)(N2CC2)N3CC3. Synergy scores: CSS=11.5, Synergy_ZIP=-2.53, Synergy_Bliss=0.776, Synergy_Loewe=-5.30, Synergy_HSA=-3.81. Drug 1: C1CCN(CC1)CCOC2=CC=C(C=C2)C(=O)C3=C(SC4=C3C=CC(=C4)O)C5=CC=C(C=C5)O. (2) Drug 1: CC1C(C(CC(O1)OC2CC(OC(C2O)C)OC3=CC4=CC5=C(C(=O)C(C(C5)C(C(=O)C(C(C)O)O)OC)OC6CC(C(C(O6)C)O)OC7CC(C(C(O7)C)O)OC8CC(C(C(O8)C)O)(C)O)C(=C4C(=C3C)O)O)O)O. Drug 2: C1=NC2=C(N=C(N=C2N1C3C(C(C(O3)CO)O)F)Cl)N. Cell line: SN12C. Synergy scores: CSS=34.6, Synergy_ZIP=-0.863, Synergy_Bliss=2.45, Synergy_Loewe=-4.96, Synergy_HSA=0.0951. (3) Drug 1: CCC(=C(C1=CC=CC=C1)C2=CC=C(C=C2)OCCN(C)C)C3=CC=CC=C3.C(C(=O)O)C(CC(=O)O)(C(=O)O)O. Drug 2: CN(C(=O)NC(C=O)C(C(C(CO)O)O)O)N=O. Cell line: SF-268. Synergy scores: CSS=-0.0210, Synergy_ZIP=-0.490, Synergy_Bliss=-0.515, Synergy_Loewe=-1.20, Synergy_HSA=-1.08. (4) Drug 1: COC1=NC(=NC2=C1N=CN2C3C(C(C(O3)CO)O)O)N. Drug 2: CC1=C(C(=O)C2=C(C1=O)N3CC4C(C3(C2COC(=O)N)OC)N4)N. Cell line: HCT-15. Synergy scores: CSS=41.3, Synergy_ZIP=1.02, Synergy_Bliss=-1.81, Synergy_Loewe=-61.1, Synergy_HSA=-5.55. (5) Drug 1: CCN(CC)CCNC(=O)C1=C(NC(=C1C)C=C2C3=C(C=CC(=C3)F)NC2=O)C. Drug 2: CC12CCC3C(C1CCC2OP(=O)(O)O)CCC4=C3C=CC(=C4)OC(=O)N(CCCl)CCCl.[Na+]. Cell line: SN12C. Synergy scores: CSS=-2.53, Synergy_ZIP=-3.61, Synergy_Bliss=-5.53, Synergy_Loewe=-9.80, Synergy_HSA=-9.72. (6) Cell line: OVCAR-8. Drug 2: CN(C)C1=NC(=NC(=N1)N(C)C)N(C)C. Synergy scores: CSS=1.82, Synergy_ZIP=6.34, Synergy_Bliss=2.20, Synergy_Loewe=-2.08, Synergy_HSA=-3.00. Drug 1: C1CC(=O)NC(=O)C1N2CC3=C(C2=O)C=CC=C3N. (7) Drug 1: CC1CCC2CC(C(=CC=CC=CC(CC(C(=O)C(C(C(=CC(C(=O)CC(OC(=O)C3CCCCN3C(=O)C(=O)C1(O2)O)C(C)CC4CCC(C(C4)OC)OCCO)C)C)O)OC)C)C)C)OC. Drug 2: CCN(CC)CCNC(=O)C1=C(NC(=C1C)C=C2C3=C(C=CC(=C3)F)NC2=O)C. Cell line: NCI-H460. Synergy scores: CSS=2.86, Synergy_ZIP=-1.60, Synergy_Bliss=-0.569, Synergy_Loewe=-2.81, Synergy_HSA=-0.947. (8) Drug 1: C1CN1P(=S)(N2CC2)N3CC3. Drug 2: C(CCl)NC(=O)N(CCCl)N=O. Cell line: U251. Synergy scores: CSS=48.1, Synergy_ZIP=-12.5, Synergy_Bliss=-3.67, Synergy_Loewe=-0.610, Synergy_HSA=2.17.